From a dataset of Reaction yield outcomes from USPTO patents with 853,638 reactions. Predict the reaction yield, written as a fraction of the theoretical maximum amount of product (1.0 means a 100% yield; for example, 0.34 means a 34% yield). (1) The catalyst is O. The reactants are [NH2:1][C:2]1[C:3]([C:9]([NH2:11])=[O:10])=[N:4][C:5]([Cl:8])=[CH:6][CH:7]=1.Cl.Cl[C:14](N)=[NH:15].CS(C)(=O)=O.S1(CCCC1)(=O)=O.[OH-].[NH4+]. The product is [NH2:15][C:14]1[NH:11][C:9](=[O:10])[C:3]2[N:4]=[C:5]([Cl:8])[CH:6]=[CH:7][C:2]=2[N:1]=1. The yield is 0.980. (2) The reactants are Cl[C:2]1[C:7]([C:8]2[CH:17]=[C:16]3[C:11]([CH:12]=[C:13]([NH:18][C:19]([CH:21]4[CH2:23][CH2:22]4)=[O:20])[N:14]=[CH:15]3)=[CH:10][CH:9]=2)=[CH:6][C:5]([F:24])=[CH:4][N:3]=1.[CH3:25]B1OB(C)OB(C)O1.C(=O)([O-])[O-].[K+].[K+].O1CCOCC1. The catalyst is ClCCl.CC(P(C(C)(C)C)C1C=CC(N(C)C)=CC=1)(C)C.CC(P(C(C)(C)C)C1C=CC(N(C)C)=CC=1)(C)C.Cl[Pd]Cl. The product is [F:24][C:5]1[CH:6]=[C:7]([C:8]2[CH:17]=[C:16]3[C:11]([CH:12]=[C:13]([NH:18][C:19]([CH:21]4[CH2:23][CH2:22]4)=[O:20])[N:14]=[CH:15]3)=[CH:10][CH:9]=2)[C:2]([CH3:25])=[N:3][CH:4]=1. The yield is 0.510.